This data is from Forward reaction prediction with 1.9M reactions from USPTO patents (1976-2016). The task is: Predict the product of the given reaction. (1) Given the reactants [OH:1][CH2:2][C:3]1[CH:8]=[CH:7][C:6]([NH:9][C:10](=[O:12])[CH3:11])=[CH:5][C:4]=1[CH3:13], predict the reaction product. The product is: [CH:2]([C:3]1[CH:8]=[CH:7][C:6]([NH:9][C:10](=[O:12])[CH3:11])=[CH:5][C:4]=1[CH3:13])=[O:1]. (2) Given the reactants [CH3:1][NH:2][CH:3]1[C:9]2=[N:10][CH:11]=[CH:12][CH:13]=[C:8]2[CH2:7][CH2:6][CH2:5][CH2:4]1.[CH3:14][N:15]1[CH2:20][CH2:19][N:18]([C:21]2[N:26]3[CH:27]=[C:28]([CH:30]=O)[N:29]=[C:25]3[CH:24]=[CH:23][CH:22]=2)[CH2:17][CH2:16]1, predict the reaction product. The product is: [CH3:1][N:2]([CH2:30][C:28]1[N:29]=[C:25]2[CH:24]=[CH:23][CH:22]=[C:21]([N:18]3[CH2:17][CH2:16][N:15]([CH3:14])[CH2:20][CH2:19]3)[N:26]2[CH:27]=1)[CH:3]1[C:9]2=[N:10][CH:11]=[CH:12][CH:13]=[C:8]2[CH2:7][CH2:6][CH2:5][CH2:4]1.